The task is: Predict which catalyst facilitates the given reaction.. This data is from Catalyst prediction with 721,799 reactions and 888 catalyst types from USPTO. (1) Reactant: [S:1]1[CH:5]=[CH:4][CH:3]=[C:2]1[CH2:6][N:7]([CH2:23][C:24]1[S:25][CH:26]=[CH:27][CH:28]=1)[C:8](=[O:22])[CH2:9][CH2:10][CH2:11][CH2:12][CH2:13][NH:14][C:15]([C:17]1[S:18][CH:19]=[CH:20][CH:21]=1)=[O:16].C(=O)([O-])[O-].[Cs+].[Cs+].[CH2:35](Cl)[C:36]1[CH:41]=[CH:40][CH:39]=[CH:38][CH:37]=1.[H-].[Na+]. Product: [CH2:35]([N:14]([CH2:13][CH2:12][CH2:11][CH2:10][CH2:9][C:8]([N:7]([CH2:23][C:24]1[S:25][CH:26]=[CH:27][CH:28]=1)[CH2:6][C:2]1[S:1][CH:5]=[CH:4][CH:3]=1)=[O:22])[C:15]([C:17]1[S:18][CH:19]=[CH:20][CH:21]=1)=[O:16])[C:36]1[CH:41]=[CH:40][CH:39]=[CH:38][CH:37]=1. The catalyst class is: 35. (2) Reactant: [Cl:1][C:2]1[CH:10]=[C:9]2[C:5]([C:6]([C:11](=[O:16])C(F)(F)F)=[CH:7][NH:8]2)=[CH:4][CH:3]=1.C(=O)([O-])[O-].[K+].[K+].Br[CH2:24][CH:25]1[CH2:30][CH2:29][CH2:28][CH2:27][CH2:26]1.[OH-:31].[Na+]. Product: [Cl:1][C:2]1[CH:10]=[C:9]2[C:5]([C:6]([C:11]([OH:16])=[O:31])=[CH:7][N:8]2[CH2:24][CH:25]2[CH2:30][CH2:29][CH2:28][CH2:27][CH2:26]2)=[CH:4][CH:3]=1. The catalyst class is: 9. (3) Reactant: C[Si](C)(C)[O:3][C:4]1[N:5]=[C:6]([O:13][Si](C)(C)C)[C:7]2[CH2:12][CH2:11][CH2:10][C:8]=2[N:9]=1.Br[CH2:21][C:22]1[CH:23]=[C:24]([CH:29]=[CH:30][CH:31]=1)[C:25]([O:27][CH3:28])=[O:26].O1CCOCC1.CO. Product: [CH3:28][O:27][C:25]([C:24]1[CH:23]=[C:22]([CH:31]=[CH:30][CH:29]=1)[CH2:21][N:9]1[C:8]2[CH2:10][CH2:11][CH2:12][C:7]=2[C:6](=[O:13])[NH:5][C:4]1=[O:3])=[O:26]. The catalyst class is: 3. (4) Product: [CH2:27]([O:26][C:24]([NH:1][C:2]1[CH:3]=[CH:4][C:5]([CH2:6][C:7]2[N:12]=[C:11]([N:13]([CH3:15])[CH3:14])[C:10]([CH2:16][C:17]([O:19][CH3:20])=[O:18])=[CH:9][N:8]=2)=[CH:21][CH:22]=1)=[O:25])[C:28]1[CH:33]=[CH:32][CH:31]=[CH:30][CH:29]=1. The catalyst class is: 529. Reactant: [NH2:1][C:2]1[CH:22]=[CH:21][C:5]([CH2:6][C:7]2[N:12]=[C:11]([N:13]([CH3:15])[CH3:14])[C:10]([CH2:16][C:17]([O:19][CH3:20])=[O:18])=[CH:9][N:8]=2)=[CH:4][CH:3]=1.Cl[C:24]([O:26][CH2:27][C:28]1[CH:33]=[CH:32][CH:31]=[CH:30][CH:29]=1)=[O:25]. (5) Reactant: [C:1]1([CH2:7][C:8]2([CH2:18][C:19]3[CH:24]=[CH:23][CH:22]=[CH:21][CH:20]=3)[CH:12]3[CH2:13][NH:14][CH2:15][CH2:16][N:11]3[C:10](=[O:17])[O:9]2)[CH:6]=[CH:5][CH:4]=[CH:3][CH:2]=1.[F:25][C:26]1[CH:35]=[CH:34][C:29]([CH2:30][N:31]=[C:32]=[O:33])=[CH:28][CH:27]=1. Product: [C:19]1([CH2:18][C:8]2([CH2:7][C:1]3[CH:2]=[CH:3][CH:4]=[CH:5][CH:6]=3)[CH:12]3[CH2:13][N:14]([C:32]([NH:31][CH2:30][C:29]4[CH:34]=[CH:35][C:26]([F:25])=[CH:27][CH:28]=4)=[O:33])[CH2:15][CH2:16][N:11]3[C:10](=[O:17])[O:9]2)[CH:24]=[CH:23][CH:22]=[CH:21][CH:20]=1. The catalyst class is: 7. (6) Reactant: [OH:1][CH:2]([C:7]([O:9][CH3:10])=[O:8])[CH2:3][C:4](O)=[O:5]. Product: [OH:1][CH:2]([CH2:3][CH2:4][OH:5])[C:7]([O:9][CH3:10])=[O:8]. The catalyst class is: 1.